This data is from NCI-60 drug combinations with 297,098 pairs across 59 cell lines. The task is: Regression. Given two drug SMILES strings and cell line genomic features, predict the synergy score measuring deviation from expected non-interaction effect. (1) Drug 1: CN(C)C(=N)N=C(N)N. Drug 2: C1=CC=C(C=C1)NC(=O)CCCCCCC(=O)NO. Cell line: OVCAR3. Synergy scores: CSS=55.3, Synergy_ZIP=3.30, Synergy_Bliss=3.85, Synergy_Loewe=-51.7, Synergy_HSA=2.66. (2) Drug 1: C1CCC(C1)C(CC#N)N2C=C(C=N2)C3=C4C=CNC4=NC=N3. Drug 2: CC1C(C(CC(O1)OC2CC(OC(C2O)C)OC3=CC4=CC5=C(C(=O)C(C(C5)C(C(=O)C(C(C)O)O)OC)OC6CC(C(C(O6)C)O)OC7CC(C(C(O7)C)O)OC8CC(C(C(O8)C)O)(C)O)C(=C4C(=C3C)O)O)O)O. Cell line: SK-OV-3. Synergy scores: CSS=6.78, Synergy_ZIP=1.85, Synergy_Bliss=6.32, Synergy_Loewe=6.53, Synergy_HSA=6.26. (3) Drug 1: C1=CN(C(=O)N=C1N)C2C(C(C(O2)CO)O)O.Cl. Drug 2: CS(=O)(=O)OCCCCOS(=O)(=O)C. Cell line: NCI-H522. Synergy scores: CSS=36.9, Synergy_ZIP=-1.57, Synergy_Bliss=-1.85, Synergy_Loewe=0.371, Synergy_HSA=1.16. (4) Drug 1: CC1=C(C=C(C=C1)NC2=NC=CC(=N2)N(C)C3=CC4=NN(C(=C4C=C3)C)C)S(=O)(=O)N.Cl. Drug 2: CN1C(=O)N2C=NC(=C2N=N1)C(=O)N. Cell line: OVCAR-5. Synergy scores: CSS=-5.86, Synergy_ZIP=3.31, Synergy_Bliss=1.55, Synergy_Loewe=-2.89, Synergy_HSA=-2.51. (5) Drug 1: CC12CCC3C(C1CCC2=O)CC(=C)C4=CC(=O)C=CC34C. Drug 2: CC1C(C(=O)NC(C(=O)N2CCCC2C(=O)N(CC(=O)N(C(C(=O)O1)C(C)C)C)C)C(C)C)NC(=O)C3=C4C(=C(C=C3)C)OC5=C(C(=O)C(=C(C5=N4)C(=O)NC6C(OC(=O)C(N(C(=O)CN(C(=O)C7CCCN7C(=O)C(NC6=O)C(C)C)C)C)C(C)C)C)N)C. Cell line: TK-10. Synergy scores: CSS=33.4, Synergy_ZIP=3.55, Synergy_Bliss=7.42, Synergy_Loewe=5.62, Synergy_HSA=5.88. (6) Drug 1: COC1=CC(=CC(=C1O)OC)C2C3C(COC3=O)C(C4=CC5=C(C=C24)OCO5)OC6C(C(C7C(O6)COC(O7)C8=CC=CS8)O)O. Synergy scores: CSS=37.6, Synergy_ZIP=-5.24, Synergy_Bliss=3.57, Synergy_Loewe=2.21, Synergy_HSA=5.90. Drug 2: CC1=C(C(=O)C2=C(C1=O)N3CC4C(C3(C2COC(=O)N)OC)N4)N. Cell line: SK-OV-3. (7) Drug 1: CCC1(CC2CC(C3=C(CCN(C2)C1)C4=CC=CC=C4N3)(C5=C(C=C6C(=C5)C78CCN9C7C(C=CC9)(C(C(C8N6C)(C(=O)OC)O)OC(=O)C)CC)OC)C(=O)OC)O.OS(=O)(=O)O. Drug 2: CC(C)NC(=O)C1=CC=C(C=C1)CNNC.Cl. Cell line: OVCAR-8. Synergy scores: CSS=8.29, Synergy_ZIP=-2.60, Synergy_Bliss=-0.694, Synergy_Loewe=-9.59, Synergy_HSA=-1.03. (8) Drug 1: CC1CCC2CC(C(=CC=CC=CC(CC(C(=O)C(C(C(=CC(C(=O)CC(OC(=O)C3CCCCN3C(=O)C(=O)C1(O2)O)C(C)CC4CCC(C(C4)OC)OCCO)C)C)O)OC)C)C)C)OC. Drug 2: CS(=O)(=O)OCCCCOS(=O)(=O)C. Cell line: UO-31. Synergy scores: CSS=11.6, Synergy_ZIP=-4.50, Synergy_Bliss=-2.63, Synergy_Loewe=-11.3, Synergy_HSA=-2.04. (9) Drug 1: C1=NC2=C(N=C(N=C2N1C3C(C(C(O3)CO)O)F)Cl)N. Drug 2: CC1=C(C(=CC=C1)Cl)NC(=O)C2=CN=C(S2)NC3=CC(=NC(=N3)C)N4CCN(CC4)CCO. Cell line: TK-10. Synergy scores: CSS=7.91, Synergy_ZIP=-4.60, Synergy_Bliss=-0.863, Synergy_Loewe=-14.4, Synergy_HSA=-3.48. (10) Drug 1: CN1CCC(CC1)COC2=C(C=C3C(=C2)N=CN=C3NC4=C(C=C(C=C4)Br)F)OC. Drug 2: C1CCC(CC1)NC(=O)N(CCCl)N=O. Cell line: OVCAR-8. Synergy scores: CSS=47.4, Synergy_ZIP=12.5, Synergy_Bliss=17.1, Synergy_Loewe=15.6, Synergy_HSA=16.1.